From a dataset of Catalyst prediction with 721,799 reactions and 888 catalyst types from USPTO. Predict which catalyst facilitates the given reaction. (1) Reactant: C(=O)([O-])[O-].[K+].[K+].Br[CH2:8][CH:9]1[CH2:12][CH2:11][CH2:10]1.[OH:13][C:14]1[CH:19]=[CH:18][C:17]([CH2:20][C:21]([O:23]CC)=[O:22])=[CH:16][C:15]=1[O:26][CH3:27].[OH-].[Na+].Cl. Product: [CH:9]1([CH2:8][O:13][C:14]2[CH:19]=[CH:18][C:17]([CH2:20][C:21]([OH:23])=[O:22])=[CH:16][C:15]=2[O:26][CH3:27])[CH2:12][CH2:11][CH2:10]1. The catalyst class is: 131. (2) Reactant: [C:1]([C@H:5]1[CH2:10][CH2:9][C@H:8]([O:11][C:12]2[C:13]([CH3:31])=[C:14]3[C:19](=[CH:20][CH:21]=2)[CH:18]=[C:17]([CH2:22][N:23]2[CH2:26][CH:25]([C:27]([O:29]C)=[O:28])[CH2:24]2)[CH:16]=[CH:15]3)[CH2:7][CH2:6]1)([CH3:4])([CH3:3])[CH3:2].[OH-].[Na+].Cl. Product: [C:1]([C@H:5]1[CH2:10][CH2:9][C@H:8]([O:11][C:12]2[C:13]([CH3:31])=[C:14]3[C:19](=[CH:20][CH:21]=2)[CH:18]=[C:17]([CH2:22][N:23]2[CH2:24][CH:25]([C:27]([OH:29])=[O:28])[CH2:26]2)[CH:16]=[CH:15]3)[CH2:7][CH2:6]1)([CH3:4])([CH3:3])[CH3:2]. The catalyst class is: 14. (3) Reactant: [Br:1][C:2]1[CH:7]=[CH:6][C:5]([CH:8]2[CH2:14][CH2:13][C:12](=O)[NH:11][C:10]3[N:16]([CH2:25][CH3:26])[N:17]=[C:18]([C:19]4[CH:24]=[CH:23][CH:22]=[CH:21][N:20]=4)[C:9]2=3)=[C:4]([CH3:27])[CH:3]=1.O1CCCC1.B. Product: [Br:1][C:2]1[CH:7]=[CH:6][C:5]([CH:8]2[CH2:14][CH2:13][CH2:12][NH:11][C:10]3[N:16]([CH2:25][CH3:26])[N:17]=[C:18]([C:19]4[CH:24]=[CH:23][CH:22]=[CH:21][N:20]=4)[C:9]2=3)=[C:4]([CH3:27])[CH:3]=1. The catalyst class is: 1.